This data is from Experimentally validated miRNA-target interactions with 360,000+ pairs, plus equal number of negative samples. The task is: Binary Classification. Given a miRNA mature sequence and a target amino acid sequence, predict their likelihood of interaction. (1) The miRNA is hsa-miR-657 with sequence GGCAGGUUCUCACCCUCUCUAGG. The protein sequence of the target gene is MVLSQRQRDELNRAIADYLRSNGYEEAYSVFKKEAELDMNEELDKKYAGLLEKKWTSVIRLQKKVMELESKLNEAKEEFTSGGPLGQKRDPKEWIPRPPEKYALSGHRSPVTRVIFHPVFSVMVSASEDATIKVWDYETGDFERTLKGHTDSVQDISFDHSGKLLASCSADMTIKLWDFQGFECIRTMHGHDHNVSSVAIMPNGDHIVSASRDKTIKMWEVQTGYCVKTFTGHREWVRMVRPNQDGTLIASCSNDQTVRVWVVATKECKAELREHEHVVECISWAPESSYSSISEATGSE.... Result: 0 (no interaction). (2) The miRNA is hsa-miR-182-5p with sequence UUUGGCAAUGGUAGAACUCACACU. The protein sequence of the target gene is MSVSGKKEFDVKQILRLRWRWFSHPFQGSTNTGSCLQQEGYEHRGTPVQGRLKSHSRDRNGLKKSNSPVHHNILAPVPGPAPAHQRAVQNLQQHNLIVHFQANEDTPKSVPEKNLFKEACEKRAQDLEMMADDNIEDSTARLDTQHSEDMNATRSEEQFHVINHAEQTLRKMENYLKEKQLCDVLLIAGHLRIPAHRLVLSAVSDYFAAMFTNDVLEAKQEEVRMEGVDPNALNSLVQYAYTGVLQLKEDTIESLLAAACLLQLTQVIDVCSNFLIKQLHPSNCLGIRSFGDAQGCTELL.... Result: 0 (no interaction). (3) The miRNA is mmu-miR-452-3p with sequence UCAGUCUCAUCUGCAAAGAGGU. The protein sequence of the target gene is MSTQRLRNEDYHDYSSTDVSPEESPSEGLGSFSPGSYQRLGENSSMTWFQTLIHLLKGNIGTGLLGLPLAVKNAGLLLGPLSLLVIGIVAVHCMGILVKCAHHLCRRLNKPFLDYGDTVMYGLECSPSTWVRNHSHWGRRIVDFFLIVTQLGFCCVYFVFLADNFKQVIEAANGTTTNCNNNVTVIPTPTMDSRLYMLSFLPFLVLLSFIRNLRVLSIFSLLANISMFVSLIMIYQFIVQRIPDPSHLPLVAPWKTYPLFFGTAIFAFEGIGVVLPLENKMKDSQKFPLILYLGMAIITV.... Result: 0 (no interaction). (4) The miRNA is rno-miR-30c-1-3p with sequence CUGGGAGAGGGUUGUUUACUCC. The protein sequence of the target gene is MLWPLPLFLLCAGSLAQDLEFQLVAPESVTVEEGLCVHVPCSVFYPSIKLTLGPVTGSWLRKGVSLHEDSPVATSDPRQLVQKATQGRFQLLGDPQKHDCSLFIRDAQKNDTGMYFFRVVREPFVRYSYKKSQLSLHVTSLSRTPDIIIPGTLEAGYPSNLTCSVPWACEQGTPPTFSWMSTALTSLSSRTTDSSVLTFTPQPQDHGTKLTCLVTFSGAGVTVERTIQLNVTRKSGQMRELVLVAVGEATVKLLILGLCLVFLIVMFCRRKTTKLSVHMGCENPIKRQEAITSYNHCLSP.... Result: 0 (no interaction). (5) The miRNA is hsa-miR-219a-1-3p with sequence AGAGUUGAGUCUGGACGUCCCG. The protein sequence of the target gene is MQAKYSSTRDMLDDDDTTISLYSGTSTVTRRAEPRHSENGTPSSVWRPVALTLLTLCLVLLVGLAALGLVFFQFYQLSNIQQDSITEKDEKLGNMSRQLQSLQAQNRKLIETLQQVAVKLCRELYNKSGGHRCSPCPEKWKWYGDKCYQFYKESKNWQSCEYFCLADNATMLKISTQEELDFAMPQSYSEFFYSYWTGLSRNGSGKAWLWTDGTPYSFELFEIIIDPTNLRNRDCMTIFNGKAYSKDCKELRRCACERIAGRVVPGELQ. Result: 0 (no interaction). (6) The miRNA is hsa-miR-376b-5p with sequence CGUGGAUAUUCCUUCUAUGUUU. The protein sequence of the target gene is MAGKENNFPPLPPFLPLKPCFYQDFSDEIPVEHQVLVKRIYRLWMFYCATLGVNLVACLAWWIAGGAGANFGLALLWLVLFTPCSYVCWFRPAYKAFRADSSFNFMTFFFIFGAQFVLTVIQAIGFSGWGACGWLAAVGFFGTSVGAAVVMLVPAILFSLSALVMAVTIVKVHRIYRGAGGSLQKAQTEWSAGTWRNPPSREAQFNSFSGNSLPEYPTVPSYSSSGGHWP. Result: 0 (no interaction). (7) The miRNA is hsa-miR-6778-5p with sequence AGUGGGAGGACAGGAGGCAGGU. The protein sequence of the target gene is MFLRRLGGWLPRPWGRRKPMRPDPPYPEPRRVDSSSENSGSDWDSAPETMEDVGHPKTKDSGALRVSGAASEPSKEEPQVEQLGSKRMDSLKWDQPISSTQESGRLEAGGASPKLRWDHVDSGGTRRPGVSPEGGLSVPGPGAPLEKPGRREKLLGWLRGEPGAPSRYLGGPEECLQISTNLTLHLLELLASALLALCSRPLRAALDTLGLRGPLGLWLHGLLSFLAALHGLHAVLSLLTAHPLHFACLFGLLQALVLAVSLREPNGDEAATDWESEGLEREGEEQRGDPGKGL. Result: 0 (no interaction).